Dataset: Peptide-MHC class II binding affinity with 134,281 pairs from IEDB. Task: Regression. Given a peptide amino acid sequence and an MHC pseudo amino acid sequence, predict their binding affinity value. This is MHC class II binding data. The peptide sequence is AATGAATAATGGYKV. The MHC is HLA-DPA10103-DPB10301 with pseudo-sequence HLA-DPA10103-DPB10301. The binding affinity (normalized) is 0.